This data is from Full USPTO retrosynthesis dataset with 1.9M reactions from patents (1976-2016). The task is: Predict the reactants needed to synthesize the given product. (1) Given the product [Br:1][C:2]1[CH:7]=[CH:6][N:5]=[C:4]([C:8]([NH:17][C:16]2[CH:18]=[CH:19][CH:20]=[C:14]([CH:11]([CH3:13])[CH3:12])[CH:15]=2)=[O:10])[CH:3]=1, predict the reactants needed to synthesize it. The reactants are: [Br:1][C:2]1[CH:7]=[CH:6][N:5]=[C:4]([C:8]([OH:10])=O)[CH:3]=1.[CH:11]([C:14]1[CH:15]=[C:16]([CH:18]=[CH:19][CH:20]=1)[NH2:17])([CH3:13])[CH3:12]. (2) Given the product [O:1]1[C:5]2[CH:6]=[CH:7][C:8]([CH2:10][NH:11][C:12]([C:14]3[CH:15]=[C:16]4[C:21](=[CH:22][CH:23]=3)[N:20]([CH3:24])[C:19](=[O:25])[N:18]([CH2:38]/[CH:39]=[CH:40]/[C:41]3[CH:46]=[CH:45][CH:44]=[CH:43][CH:42]=3)[C:17]4=[O:26])=[O:13])=[CH:9][C:4]=2[O:3][CH2:2]1, predict the reactants needed to synthesize it. The reactants are: [O:1]1[C:5]2[CH:6]=[CH:7][C:8]([CH2:10][NH:11][C:12]([C:14]3[CH:15]=[C:16]4[C:21](=[CH:22][CH:23]=3)[N:20]([CH3:24])[C:19](=[O:25])[NH:18][C:17]4=[O:26])=[O:13])=[CH:9][C:4]=2[O:3][CH2:2]1.CN(C=O)C.C([O-])([O-])=O.[K+].[K+].[CH2:38](Br)[CH:39]=[CH:40][C:41]1[CH:46]=[CH:45][CH:44]=[CH:43][CH:42]=1. (3) Given the product [N:1]1([C:6]2[CH:7]=[CH:8][C:9]([CH2:10][CH:11]([C:12]([OH:20])=[O:13])[C:16]([OH:17])=[O:15])=[CH:21][CH:22]=2)[CH:5]=[CH:4][CH:3]=[N:2]1, predict the reactants needed to synthesize it. The reactants are: [N:1]1([C:6]2[CH:22]=[CH:21][C:9]([CH2:10][CH:11]3[C:16](=[O:17])[O:15]C(C)(C)[O:13][C:12]3=[O:20])=[CH:8][CH:7]=2)[CH:5]=[CH:4][CH:3]=[N:2]1.[OH-].[Na+]. (4) Given the product [C:1]([C:5]1[O:9][N:8]=[C:7]([NH:10][C:11]([NH:13][C:14]2[CH:19]=[CH:18][CH:17]=[C:16]([O:20][C:22]3[C:31]4[C:26](=[CH:27][C:28]([O:34][CH2:35][CH2:36][CH2:37][Cl:38])=[C:29]([O:32][CH3:33])[CH:30]=4)[N:25]=[CH:24][N:23]=3)[CH:15]=2)=[O:12])[CH:6]=1)([CH3:4])([CH3:2])[CH3:3], predict the reactants needed to synthesize it. The reactants are: [C:1]([C:5]1[O:9][N:8]=[C:7]([NH:10][C:11]([NH:13][C:14]2[CH:19]=[CH:18][CH:17]=[C:16]([OH:20])[CH:15]=2)=[O:12])[CH:6]=1)([CH3:4])([CH3:3])[CH3:2].Cl[C:22]1[C:31]2[C:26](=[CH:27][C:28]([O:34][CH2:35][CH2:36][CH2:37][Cl:38])=[C:29]([O:32][CH3:33])[CH:30]=2)[N:25]=[CH:24][N:23]=1.C([O-])([O-])=O.[Cs+].[Cs+]. (5) Given the product [Si:1]([O:8][CH:9]([CH:18]1[CH2:27][CH2:26][C:25]2[C:20](=[CH:21][CH:22]=[C:23]([O:28][C:29]3[CH:30]=[CH:31][CH:32]=[CH:33][CH:34]=3)[CH:24]=2)[CH2:19]1)[C:10]1[O:11][C:12]([C:15]#[N:17])=[CH:13][N:14]=1)([C:4]([CH3:7])([CH3:5])[CH3:6])([CH3:3])[CH3:2], predict the reactants needed to synthesize it. The reactants are: [Si:1]([O:8][CH:9]([CH:18]1[CH2:27][CH2:26][C:25]2[C:20](=[CH:21][CH:22]=[C:23]([O:28][C:29]3[CH:34]=[CH:33][CH:32]=[CH:31][CH:30]=3)[CH:24]=2)[CH2:19]1)[C:10]1[O:11][C:12]([C:15]([NH2:17])=O)=[CH:13][N:14]=1)([C:4]([CH3:7])([CH3:6])[CH3:5])([CH3:3])[CH3:2].N1C=CC=CC=1.FC(F)(F)C(OC(=O)C(F)(F)F)=O. (6) Given the product [N:13]1[N:12]([C:9]2[CH:8]=[CH:7][C:6]([NH:5][S:2]([CH3:1])(=[O:4])=[O:3])=[CH:11][CH:10]=2)[CH:21]=[C:20]2[CH2:19][CH2:18][NH:17][CH2:16][CH2:15][C:14]=12, predict the reactants needed to synthesize it. The reactants are: [CH3:1][S:2]([NH:5][C:6]1[CH:11]=[CH:10][C:9]([N:12]2[CH:21]=[C:20]3[C:14]([CH2:15][CH2:16][N:17](C(OC(C)(C)C)=O)[CH2:18][CH2:19]3)=[N:13]2)=[CH:8][CH:7]=1)(=[O:4])=[O:3].Cl. (7) The reactants are: [CH3:1][C:2]1[C:6]([C:7]2[CH:16]=[C:15]3[C:10]([C:11](O)=[C:12]([N+:17]([O-:19])=[O:18])[CH:13]=[N:14]3)=[CH:9][C:8]=2[O:21][CH3:22])=[C:5]([CH3:23])[O:4][N:3]=1.O=P(Cl)(Cl)[Cl:26]. Given the product [Cl:26][C:11]1[C:10]2[C:15](=[CH:16][C:7]([C:6]3[C:2]([CH3:1])=[N:3][O:4][C:5]=3[CH3:23])=[C:8]([O:21][CH3:22])[CH:9]=2)[N:14]=[CH:13][C:12]=1[N+:17]([O-:19])=[O:18], predict the reactants needed to synthesize it. (8) Given the product [CH3:1][S:2][C:3]1[N:8]=[CH:7][C:6]([C:9]([OH:11])=[O:10])=[CH:5][N:4]=1, predict the reactants needed to synthesize it. The reactants are: [CH3:1][S:2][C:3]1[N:8]=[CH:7][C:6]([C:9]([O:11]CC)=[O:10])=[CH:5][N:4]=1.[Li+].[OH-]. (9) Given the product [N:1]([C:4]1[CH:5]=[C:6]([CH:10]=[CH:11][C:12]=1[CH3:13])[C:7]([NH:14][C:15]1[CH:20]=[C:19]([C:21]([CH3:23])([CH3:24])[CH3:22])[CH:18]=[C:17]([NH:25][S:26]([CH3:29])(=[O:28])=[O:27])[C:16]=1[CH3:30])=[O:9])=[N+:2]=[N-:3], predict the reactants needed to synthesize it. The reactants are: [N:1]([C:4]1[CH:5]=[C:6]([CH:10]=[CH:11][C:12]=1[CH3:13])[C:7]([OH:9])=O)=[N+:2]=[N-:3].[NH2:14][C:15]1[C:16]([CH3:30])=[C:17]([NH:25][S:26]([CH3:29])(=[O:28])=[O:27])[CH:18]=[C:19]([C:21]([CH3:24])([CH3:23])[CH3:22])[CH:20]=1.N(C1C=C(C=CC=1C)C(NC1C=C(C(C)(C)C)C=C(NS(C)(=O)=O)C=1OC)=O)=[N+]=[N-]. (10) Given the product [NH:2]1[CH:6]=[C:5]([CH2:7][CH2:8][O:9][C:10]2[CH:11]=[C:12]3[C:17](=[CH:18][CH:19]=2)[C:16](=[O:20])[C:15](=[CH:27][C:23]2[S:24][CH:25]=[CH:26][C:22]=2[CH3:21])[CH2:14][CH2:13]3)[N:4]=[CH:3]1, predict the reactants needed to synthesize it. The reactants are: Cl.[NH:2]1[CH:6]=[C:5]([CH2:7][CH2:8][O:9][C:10]2[CH:11]=[C:12]3[C:17](=[CH:18][CH:19]=2)[C:16](=[O:20])[CH2:15][CH2:14][CH2:13]3)[N:4]=[CH:3]1.[CH3:21][C:22]1[CH:26]=[CH:25][S:24][C:23]=1[CH:27]=O.